Dataset: Forward reaction prediction with 1.9M reactions from USPTO patents (1976-2016). Task: Predict the product of the given reaction. (1) Given the reactants [CH3:1][O:2][C:3]1[CH:8]=[C:7]([CH3:9])[C:6]([S:10]([N:13]2[C:21]3[C:16](=[CH:17][CH:18]=[CH:19][CH:20]=3)[CH2:15][C@H:14]2[CH2:22][O:23][CH2:24][C:25]([OH:27])=O)(=[O:12])=[O:11])=[C:5]([CH3:28])[CH:4]=1.C(N(C(C)C)CC)(C)C.C1C=CC2N(O)N=NC=2C=1.CCN=C=NCCCN(C)C.Cl.Cl.[CH:61]1([N:64]2[CH2:69][CH2:68][N:67]([C:70]3([CH2:76][NH:77][C:78](=[O:85])[C:79]4[CH:84]=[CH:83][N:82]=[CH:81][CH:80]=4)[CH2:75][CH2:74][NH:73][CH2:72][CH2:71]3)[CH2:66][CH2:65]2)[CH2:63][CH2:62]1, predict the reaction product. The product is: [CH:61]1([N:64]2[CH2:69][CH2:68][N:67]([C:70]3([CH2:76][NH:77][C:78](=[O:85])[C:79]4[CH:80]=[CH:81][N:82]=[CH:83][CH:84]=4)[CH2:75][CH2:74][N:73]([C:25](=[O:27])[CH2:24][O:23][CH2:22][C@@H:14]4[CH2:15][C:16]5[C:21](=[CH:20][CH:19]=[CH:18][CH:17]=5)[N:13]4[S:10]([C:6]4[C:5]([CH3:28])=[CH:4][C:3]([O:2][CH3:1])=[CH:8][C:7]=4[CH3:9])(=[O:11])=[O:12])[CH2:72][CH2:71]3)[CH2:66][CH2:65]2)[CH2:62][CH2:63]1. (2) Given the reactants C(NC(C1SC(NC(N(CC(OC)OC)CC2C=CC(F)=CC=2)=O)=NC=1C)=O)C1C=CC=CC=1.CO[CH:37]([O:70]C)[CH2:38][N:39]([CH2:59][C:60]1[CH:65]=[CH:64][C:63]([C:66]([F:69])([F:68])[F:67])=[CH:62][CH:61]=1)[C:40](=[O:58])[NH:41][C:42]1[S:43][C:44]([C:48]([NH:50][CH2:51][C:52]2[CH:53]=[N:54][CH:55]=[CH:56][CH:57]=2)=[O:49])=[C:45]([CH3:47])[N:46]=1, predict the reaction product. The product is: [OH:70][CH:37]1[N:41]([C:42]2[S:43][C:44]([C:48]([NH:50][CH2:51][C:52]3[CH:53]=[N:54][CH:55]=[CH:56][CH:57]=3)=[O:49])=[C:45]([CH3:47])[N:46]=2)[C:40](=[O:58])[N:39]([CH2:59][C:60]2[CH:65]=[CH:64][C:63]([C:66]([F:69])([F:68])[F:67])=[CH:62][CH:61]=2)[CH2:38]1. (3) Given the reactants Br[C:2]1[CH:7]=[CH:6][C:5]([C:8]2[O:9][C:10]([CH3:13])=[N:11][N:12]=2)=[CH:4][CH:3]=1.C1(P(C2CCCCC2)C2C=CC=CC=2C2C=CC=CC=2N(C)C)CCCCC1.P([O-])([O-])([O-])=O.[K+].[K+].[K+].[CH3:50][CH:51]([N:53]1[CH2:58][CH2:57][N:56]([C:59]([C@H:61]2[CH2:65][CH2:64][NH:63][CH2:62]2)=[O:60])[CH2:55][CH2:54]1)[CH3:52], predict the reaction product. The product is: [CH3:52][CH:51]([N:53]1[CH2:58][CH2:57][N:56]([C:59]([C@H:61]2[CH2:65][CH2:64][N:63]([C:2]3[CH:7]=[CH:6][C:5]([C:8]4[O:9][C:10]([CH3:13])=[N:11][N:12]=4)=[CH:4][CH:3]=3)[CH2:62]2)=[O:60])[CH2:55][CH2:54]1)[CH3:50]. (4) Given the reactants CC1C=CC(S(O[CH2:12][CH:13]2[O:18][C:17]3[CH:19]=[C:20]([O:23][S:24]([CH3:27])(=[O:26])=[O:25])[CH:21]=[CH:22][C:16]=3[O:15][CH2:14]2)(=O)=O)=CC=1.[CH2:28]([NH:30][CH2:31][CH2:32][CH3:33])[CH3:29], predict the reaction product. The product is: [CH3:27][S:24]([O:23][C:20]1[CH:21]=[CH:22][C:16]2[O:15][CH2:14][CH:13]([CH2:12][N:30]([CH2:28][CH3:29])[CH2:31][CH2:32][CH3:33])[O:18][C:17]=2[CH:19]=1)(=[O:25])=[O:26]. (5) Given the reactants [NH2:1][C:2]1[C:11]([F:12])=[C:10]([F:13])[C:5]([C:6]([O:8][CH3:9])=[O:7])=[C:4]([F:14])[C:3]=1[F:15].[H-].[Na+].[Br:18][C:19]1[CH:24]=[CH:23][C:22]([S:25](Cl)(=[O:27])=[O:26])=[CH:21][CH:20]=1.C(=O)([O-])O.[Na+], predict the reaction product. The product is: [Br:18][C:19]1[CH:24]=[CH:23][C:22]([S:25]([NH:1][C:2]2[C:3]([F:15])=[C:4]([F:14])[C:5]([C:6]([O:8][CH3:9])=[O:7])=[C:10]([F:13])[C:11]=2[F:12])(=[O:27])=[O:26])=[CH:21][CH:20]=1. (6) Given the reactants Cl[C:2]1[C:11]2[C:6](=[C:7]([N:12]3[CH:16]=[C:15]([C:17]4[CH:18]=[N:19][N:20]([CH3:22])[CH:21]=4)[N:14]=[CH:13]3)[CH:8]=[CH:9][CH:10]=2)[N:5]=[C:4]([C:23]([F:26])([F:25])[F:24])[CH:3]=1.[C:27]([C:29]1[CH:34]=[CH:33][C:32](B2OC(C)(C)C(C)(C)O2)=[CH:31][C:30]=1[NH:44][CH2:45][CH3:46])#[N:28].C(=O)([O-])[O-:48].[Na+].[Na+].[OH-].[Na+].OO, predict the reaction product. The product is: [CH2:45]([NH:44][C:30]1[CH:31]=[C:32]([C:2]2[C:11]3[C:6](=[C:7]([N:12]4[CH:16]=[C:15]([C:17]5[CH:18]=[N:19][N:20]([CH3:22])[CH:21]=5)[N:14]=[CH:13]4)[CH:8]=[CH:9][CH:10]=3)[N:5]=[C:4]([C:23]([F:26])([F:25])[F:24])[CH:3]=2)[CH:33]=[CH:34][C:29]=1[C:27]([NH2:28])=[O:48])[CH3:46].